Dataset: Forward reaction prediction with 1.9M reactions from USPTO patents (1976-2016). Task: Predict the product of the given reaction. (1) Given the reactants [F:1][C:2]([F:38])([CH:8](OC(SC)=S)[C:9]1[CH:14]=[CH:13][C:12]([C:15]2[CH:20]=[C:19]([NH:21][C:22]3[N:27]=[C:26]([C:28]([F:31])([F:30])[F:29])[CH:25]=[CH:24][N:23]=3)[CH:18]=[C:17]([CH3:32])[CH:16]=2)=[CH:11][N:10]=1)[C:3]([O:5][CH2:6][CH3:7])=[O:4].C1(P(=O)C2C=CC=CC=2)C=CC=CC=1.C(OOC(C)(C)C)(C)(C)C, predict the reaction product. The product is: [F:38][C:2]([F:1])([CH2:8][C:9]1[CH:14]=[CH:13][C:12]([C:15]2[CH:20]=[C:19]([NH:21][C:22]3[N:27]=[C:26]([C:28]([F:29])([F:30])[F:31])[CH:25]=[CH:24][N:23]=3)[CH:18]=[C:17]([CH3:32])[CH:16]=2)=[CH:11][N:10]=1)[C:3]([O:5][CH2:6][CH3:7])=[O:4]. (2) Given the reactants [NH2:1][C:2]1[CH:9]=[C:8]([Cl:10])[CH:7]=[CH:6][C:3]=1[CH:4]=O.[CH:11](=O)[CH2:12][CH3:13].N1CCCCC1, predict the reaction product. The product is: [Cl:10][C:8]1[CH:9]=[C:2]2[C:3]([CH:4]=[C:12]([CH3:13])[CH:11]=[N:1]2)=[CH:6][CH:7]=1. (3) Given the reactants C1(P(C2C=CC=CC=2)C2C=CC=CC=2)C=CC=CC=1.[C:20]([Br:24])(Br)(Br)Br.[C:25]([C:29]1[CH:34]=[CH:33][C:32](/[C:35](/[C:39]2[CH:44]=[CH:43][C:42]([Cl:45])=[C:41]([O:46][CH3:47])[N:40]=2)=[CH:36]\CO)=[CH:31][CH:30]=1)([CH3:28])([CH3:27])[CH3:26].O, predict the reaction product. The product is: [Br:24][CH2:20]/[CH:36]=[C:35](/[C:39]1[N:40]=[C:41]([O:46][CH3:47])[C:42]([Cl:45])=[CH:43][CH:44]=1)\[C:32]1[CH:31]=[CH:30][C:29]([C:25]([CH3:28])([CH3:26])[CH3:27])=[CH:34][CH:33]=1. (4) Given the reactants O=O.[C:3](O)(=[O:14])[CH2:4][CH2:5][CH2:6][CH2:7][CH2:8][CH2:9][CH2:10][CH2:11][CH2:12][CH3:13], predict the reaction product. The product is: [CH2:3]([OH:14])[CH2:4][CH2:5][CH2:6][CH2:7][CH2:8][CH2:9][CH2:10][CH2:11][CH2:12][CH3:13]. (5) Given the reactants [F:1][C:2]1[CH:8]=[CH:7][CH:6]=[CH:5][C:3]=1[NH2:4].[C:9](OC)(=[O:14])[CH2:10][C:11]([CH3:13])=[O:12], predict the reaction product. The product is: [F:1][C:2]1[CH:8]=[CH:7][CH:6]=[CH:5][C:3]=1[NH:4][C:9](=[O:14])[CH2:10][C:11](=[O:12])[CH3:13]. (6) Given the reactants [CH:1]1([N:7]2[C:11]3[CH:12]=[CH:13][C:14]([C:16]([OH:18])=[O:17])=[CH:15][C:10]=3[N:9]=[C:8]2[C:19]2[CH:20]=[C:21]3[C:26](=[CH:27][CH:28]=2)[N:25]=C(C2C=CC=CC=2)C(C2C=CC=CC=2)=[N:22]3)[CH2:6][CH2:5][CH2:4][CH2:3][CH2:2]1.[CH3:41][C:42]1[CH:47]=[CH:46][C:45]([C:48]([C:50]([C:52]2[CH:57]=[CH:56][C:55]([CH3:58])=[CH:54][CH:53]=2)=O)=O)=[CH:44][CH:43]=1, predict the reaction product. The product is: [CH:1]1([N:7]2[C:11]3[CH:12]=[CH:13][C:14]([C:16]([OH:18])=[O:17])=[CH:15][C:10]=3[N:9]=[C:8]2[C:19]2[CH:20]=[C:21]3[C:26](=[CH:27][CH:28]=2)[N:25]=[C:48]([C:45]2[CH:46]=[CH:47][C:42]([CH3:41])=[CH:43][CH:44]=2)[C:50]([C:52]2[CH:57]=[CH:56][C:55]([CH3:58])=[CH:54][CH:53]=2)=[N:22]3)[CH2:2][CH2:3][CH2:4][CH2:5][CH2:6]1.